Dataset: HIV replication inhibition screening data with 41,000+ compounds from the AIDS Antiviral Screen. Task: Binary Classification. Given a drug SMILES string, predict its activity (active/inactive) in a high-throughput screening assay against a specified biological target. The compound is CCn1nc(C(=O)O)c(=O)c2cc3c(cc21)OCO3. The result is 0 (inactive).